This data is from Forward reaction prediction with 1.9M reactions from USPTO patents (1976-2016). The task is: Predict the product of the given reaction. (1) Given the reactants [Br:1][C:2]1[CH:7]=[CH:6][C:5]([NH:8][C:9]2[C:14]([C:15]([OH:17])=[O:16])=[CH:13][N:12]=[C:11]([Cl:18])[C:10]=2[Cl:19])=[C:4]([Cl:20])[CH:3]=1.CO.[Si](C=[N+]=[N-])(C)(C)[CH3:24], predict the reaction product. The product is: [Br:1][C:2]1[CH:7]=[CH:6][C:5]([NH:8][C:9]2[C:14]([C:15]([O:17][CH3:24])=[O:16])=[CH:13][N:12]=[C:11]([Cl:18])[C:10]=2[Cl:19])=[C:4]([Cl:20])[CH:3]=1. (2) The product is: [CH2:18]([O:20][C:15]([C:10]1[CH:9]=[C:8]([C:5]2[CH:6]=[CH:7][C:2]([F:1])=[CH:3][CH:4]=2)[CH:13]=[C:12]([CH3:14])[N:11]=1)=[O:24])[CH3:19]. Given the reactants [F:1][C:2]1[CH:7]=[CH:6][C:5]([C:8]2[CH:13]=[C:12]([CH3:14])[N:11]=[C:10]([C:15]#N)[CH:9]=2)=[CH:4][CH:3]=1.O.[C:18](O)(=[O:20])[CH3:19].C([OH:24])C, predict the reaction product. (3) Given the reactants [NH2:1][C:2]1[S:3][C:4]2[C:10]([N+:11]([O-:13])=[O:12])=[C:9]([O:14][C:15]3[CH:16]=[C:17]([NH:21][C:22](=[O:34])[C:23]4[CH:28]=[CH:27][CH:26]=[C:25]([C:29]([C:32]#[N:33])([CH3:31])[CH3:30])[CH:24]=4)[CH:18]=[CH:19][CH:20]=3)[CH:8]=[CH:7][C:5]=2[N:6]=1.[CH:35]1([C:38](Cl)=[O:39])[CH2:37][CH2:36]1, predict the reaction product. The product is: [C:32]([C:29]([C:25]1[CH:24]=[C:23]([CH:28]=[CH:27][CH:26]=1)[C:22]([NH:21][C:17]1[CH:18]=[CH:19][CH:20]=[C:15]([O:14][C:9]2[CH:8]=[CH:7][C:5]3[N:6]=[C:2]([NH:1][C:38]([CH:35]4[CH2:37][CH2:36]4)=[O:39])[S:3][C:4]=3[C:10]=2[N+:11]([O-:13])=[O:12])[CH:16]=1)=[O:34])([CH3:30])[CH3:31])#[N:33]. (4) The product is: [C:26]([O:25][C:23]([N:22]=[C:21]([NH:30][C:31]([O:33][C:34]([CH3:36])([CH3:35])[CH3:37])=[O:32])[NH:20][C:16]1[CH:15]=[C:14]([CH:4]([O:5][P:6]([CH:9]([NH:13][S:56]([CH:55]=[CH:54][C:48]2[CH:53]=[CH:52][CH:51]=[CH:50][CH:49]=2)(=[O:58])=[O:57])[CH:10]([CH3:12])[CH3:11])([OH:8])=[O:7])[C:3]([O:2][CH3:1])=[O:38])[CH:19]=[CH:18][CH:17]=1)=[O:24])([CH3:28])([CH3:29])[CH3:27]. Given the reactants [CH3:1][O:2][C:3](=[O:38])[CH:4]([C:14]1[CH:19]=[CH:18][CH:17]=[C:16]([NH:20][C:21]([NH:30][C:31]([O:33][C:34]([CH3:37])([CH3:36])[CH3:35])=[O:32])=[N:22][C:23]([O:25][C:26]([CH3:29])([CH3:28])[CH3:27])=[O:24])[CH:15]=1)[O:5][P:6]([CH:9]([NH2:13])[CH:10]([CH3:12])[CH3:11])([OH:8])=[O:7].CCN(C(C)C)C(C)C.[C:48]1([CH:54]=[CH:55][S:56](Cl)(=[O:58])=[O:57])[CH:53]=[CH:52][CH:51]=[CH:50][CH:49]=1, predict the reaction product. (5) Given the reactants [CH3:1][C:2]1[CH:7]=[CH:6][C:5]([N:8]2[C:12]([NH2:13])=[CH:11][C:10]([C:14]([CH3:17])([CH3:16])[CH3:15])=[N:9]2)=[CH:4][CH:3]=1.[C:18]1([CH3:26])[CH:23]=[CH:22][C:21]([CH:24]=O)=[CH:20][CH:19]=1.[CH3:27][C:28]1([CH3:36])[CH2:35][C:33](=O)[CH2:32][C:30](=[O:31])[CH2:29]1, predict the reaction product. The product is: [C:14]([C:10]1[C:11]2[CH:26]([C:18]3[CH:23]=[CH:22][C:21]([CH3:24])=[CH:20][CH:19]=3)[C:32]3[C:30](=[O:31])[CH2:29][C:28]([CH3:27])([CH3:36])[CH2:35][C:33]=3[NH:13][C:12]=2[N:8]([C:5]2[CH:4]=[CH:3][C:2]([CH3:1])=[CH:7][CH:6]=2)[N:9]=1)([CH3:17])([CH3:16])[CH3:15]. (6) Given the reactants [Br:1][C:2]1[CH:3]=[CH:4][C:5]([O:17][CH3:18])=[C:6]([C:8]2([C:15]#[N:16])[CH2:13][CH2:12][C:11](=[O:14])[CH2:10][CH2:9]2)[CH:7]=1.[CH2:19](O)[CH2:20][OH:21].C1(C)C=CC(S(O)(=O)=O)=CC=1, predict the reaction product. The product is: [Br:1][C:2]1[CH:3]=[CH:4][C:5]([O:17][CH3:18])=[C:6]([C:8]2([C:15]#[N:16])[CH2:9][CH2:10][C:11]3([O:21][CH2:20][CH2:19][O:14]3)[CH2:12][CH2:13]2)[CH:7]=1.